Dataset: Catalyst prediction with 721,799 reactions and 888 catalyst types from USPTO. Task: Predict which catalyst facilitates the given reaction. (1) Product: [NH:42]1[CH:43]=[CH:44][N:47]=[C:41]1[C:8]1[C:7]([C:6]2[CH:11]=[CH:12][C:3]([C:1]#[N:2])=[CH:4][CH:5]=2)=[N:62][C:61]([NH:60][CH2:59][CH2:58][NH:57][C:55]2[CH:54]=[CH:53][C:52]([N+:14]([O-:16])=[O:13])=[CH:51][N:56]=2)=[CH:66][CH:65]=1. Reactant: [C:1]([C:3]1[CH:12]=[CH:11][C:6]([C:7](=O)[CH2:8]Br)=[CH:5][CH:4]=1)#[N:2].[O:13]=[N+:14]([O-:16])[O-].[O-][N+](=O)[O-].[O-][N+](=O)[O-].[O-][N+](=O)[O-].[O-][N+](=O)[O-].[O-][N+](=O)[O-].[Ce+4].[NH4+].[NH4+].Cl[C:41]1C=C[C:44]([N+:47]([O-])=O)=[CH:43][N:42]=1.N[C:51]1[N:56]=[C:55]([NH:57][CH2:58][CH2:59][NH:60][C:61]2[CH:66]=[CH:65]C(C3NC=CN=3)=C(C3C=CC(Cl)=CC=3Cl)[N:62]=2)[CH:54]=[CH:53][C:52]=1[N+]([O-])=O. The catalyst class is: 211. (2) Reactant: [CH3:1][O:2][C:3]([C:5]1[C:6]([CH3:24])=[C:7]([C:15]([C:17]2[CH:18]=[N:19][N:20]([CH3:23])[C:21]=2[OH:22])=[O:16])[CH:8]=[CH:9][C:10]=1[S:11]([CH3:14])(=[O:13])=[O:12])=[O:4].C(N(CC)CC)C.[CH3:32][CH2:33][S:34][C:35](Cl)=[O:36]. Product: [CH3:1][O:2][C:3]([C:5]1[C:6]([CH3:24])=[C:7]([C:15]([C:17]2[CH:18]=[N:19][N:20]([CH3:23])[C:21]=2[O:22][C:35]([S:34][CH2:33][CH3:32])=[O:36])=[O:16])[CH:8]=[CH:9][C:10]=1[S:11]([CH3:14])(=[O:13])=[O:12])=[O:4]. The catalyst class is: 7.